From a dataset of Reaction yield outcomes from USPTO patents with 853,638 reactions. Predict the reaction yield, written as a fraction of the theoretical maximum amount of product (1.0 means a 100% yield; for example, 0.34 means a 34% yield). (1) The reactants are [CH2:1]([N:8]1[C:16]2[C:11](=[CH:12][C:13]([O:17][CH3:18])=[CH:14][CH:15]=2)[C:10]([CH3:19])=[CH:9]1)[C:2]1[CH:7]=[CH:6][CH:5]=[CH:4][CH:3]=1.C(O)(=O)C.C([BH3-])#N.[Na+].C([O-])(O)=O.[Na+]. The catalyst is C(OCC)(=O)C.O1CCCC1. The product is [CH2:1]([N:8]1[C:16]2[C:11](=[CH:12][C:13]([O:17][CH3:18])=[CH:14][CH:15]=2)[CH:10]([CH3:19])[CH2:9]1)[C:2]1[CH:3]=[CH:4][CH:5]=[CH:6][CH:7]=1. The yield is 0.310. (2) The reactants are C(OC([N:8]1[CH2:13][CH2:12][N:11]([C:14]2[CH:19]=[CH:18][C:17]([NH:20][C:21]([C:23]3[O:24][C:25]4[C:30]([C:31](=[O:33])[CH:32]=3)=[CH:29][CH:28]=[CH:27][C:26]=4[N:34]3[CH2:39][CH2:38][N:37]([CH3:40])[CH2:36][CH2:35]3)=[O:22])=[CH:16][CH:15]=2)[CH2:10][CH2:9]1)=O)(C)(C)C. The catalyst is C(OCC)(=O)C. The product is [N:11]1([C:14]2[CH:19]=[CH:18][C:17]([NH:20][C:21]([C:23]3[O:24][C:25]4[C:30]([C:31](=[O:33])[CH:32]=3)=[CH:29][CH:28]=[CH:27][C:26]=4[N:34]3[CH2:35][CH2:36][N:37]([CH3:40])[CH2:38][CH2:39]3)=[O:22])=[CH:16][CH:15]=2)[CH2:12][CH2:13][NH:8][CH2:9][CH2:10]1. The yield is 0.760. (3) The reactants are [Cl:1][C:2]1[N:7]2[CH:8]=[C:9]([C:11]([O:13][CH2:14][CH3:15])=[O:12])[N:10]=[C:6]2[CH:5]=[C:4]([CH3:16])[C:3]=1[C:17]([O:19]C(C)(C)C)=[O:18]. The catalyst is C(O)(C(F)(F)F)=O. The product is [Cl:1][C:2]1[N:7]2[CH:8]=[C:9]([C:11]([O:13][CH2:14][CH3:15])=[O:12])[N:10]=[C:6]2[CH:5]=[C:4]([CH3:16])[C:3]=1[C:17]([OH:19])=[O:18]. The yield is 1.00.